Dataset: Forward reaction prediction with 1.9M reactions from USPTO patents (1976-2016). Task: Predict the product of the given reaction. Given the reactants [N+:1]([C:4]1[S:5][CH:6]=[C:7]2[C:11](=[O:12])[N:10]([CH:13]3[CH2:18][CH2:17][C:16](=[O:19])[NH:15][C:14]3=[O:20])[C:9](=[O:21])[C:8]=12)([O-])=O.C(O)(=O)C, predict the reaction product. The product is: [NH2:1][C:4]1[S:5][CH:6]=[C:7]2[C:11](=[O:12])[N:10]([CH:13]3[CH2:18][CH2:17][C:16](=[O:19])[NH:15][C:14]3=[O:20])[C:9](=[O:21])[C:8]=12.